This data is from Forward reaction prediction with 1.9M reactions from USPTO patents (1976-2016). The task is: Predict the product of the given reaction. Given the reactants [Cl:1][C:2]1[CH:11]=[C:10]([C:12]([NH:14][CH2:15][C:16]2[CH:21]=[CH:20][CH:19]=[C:18]([O:22]C)[CH:17]=2)=[O:13])[CH:9]=[C:8]([Cl:24])[C:3]=1[C:4]([O:6]C)=[O:5].C(=O)=O.CC(C)=O.B(Br)(Br)Br, predict the reaction product. The product is: [Cl:1][C:2]1[CH:11]=[C:10]([C:12]([NH:14][CH2:15][C:16]2[CH:21]=[CH:20][CH:19]=[C:18]([OH:22])[CH:17]=2)=[O:13])[CH:9]=[C:8]([Cl:24])[C:3]=1[C:4]([OH:6])=[O:5].